From a dataset of Peptide-MHC class I binding affinity with 185,985 pairs from IEDB/IMGT. Regression. Given a peptide amino acid sequence and an MHC pseudo amino acid sequence, predict their binding affinity value. This is MHC class I binding data. (1) The peptide sequence is HPASAWTLY. The MHC is HLA-B53:01 with pseudo-sequence HLA-B53:01. The binding affinity (normalized) is 0.764. (2) The peptide sequence is VHDTNATKL. The MHC is HLA-B08:01 with pseudo-sequence HLA-B08:01. The binding affinity (normalized) is 0.0847. (3) The peptide sequence is RAFDFKQL. The MHC is H-2-Db with pseudo-sequence H-2-Db. The binding affinity (normalized) is 0. (4) The peptide sequence is IVTFINDYA. The binding affinity (normalized) is 0.544. The MHC is HLA-A02:02 with pseudo-sequence HLA-A02:02. (5) The peptide sequence is GLHCDFACL. The MHC is HLA-A02:01 with pseudo-sequence HLA-A02:01. The binding affinity (normalized) is 0.715.